This data is from Reaction yield outcomes from USPTO patents with 853,638 reactions. The task is: Predict the reaction yield, written as a fraction of the theoretical maximum amount of product (1.0 means a 100% yield; for example, 0.34 means a 34% yield). (1) The reactants are [C:1]1([S:7]([N:10]2[C:14]3[N:15]=[CH:16][N:17]=[C:18](Cl)[C:13]=3[C:12]([Br:20])=[CH:11]2)(=[O:9])=[O:8])[CH:6]=[CH:5][CH:4]=[CH:3][CH:2]=1.[C:21]([O:25][C:26]([N:28]1[CH2:33][CH2:32][NH:31][CH2:30][CH2:29]1)=[O:27])([CH3:24])([CH3:23])[CH3:22].CCN(C(C)C)C(C)C. The catalyst is CC(O)C. The product is [C:21]([O:25][C:26]([N:28]1[CH2:33][CH2:32][N:31]([C:18]2[C:13]3[C:12]([Br:20])=[CH:11][N:10]([S:7]([C:1]4[CH:6]=[CH:5][CH:4]=[CH:3][CH:2]=4)(=[O:9])=[O:8])[C:14]=3[N:15]=[CH:16][N:17]=2)[CH2:30][CH2:29]1)=[O:27])([CH3:24])([CH3:22])[CH3:23]. The yield is 0.860. (2) The reactants are [CH3:1][O:2][C:3]1[CH:8]=[CH:7][CH:6]=[CH:5][N:4]=1.CC([O-])=O.[Na+].[Br:14]Br. The catalyst is ClCCl. The product is [Br:14][C:6]1[CH:5]=[N:4][C:3]([O:2][CH3:1])=[CH:8][CH:7]=1. The yield is 0.860. (3) The reactants are [Si]([O:8][CH:9]([C:22]1[NH:23][C:24]([C:27]2[CH:32]=[CH:31][CH:30]=[CH:29][N:28]=2)=[N:25][N:26]=1)[CH2:10][CH2:11][CH2:12][CH2:13][CH2:14][CH2:15][C:16]1[CH:21]=[CH:20][CH:19]=[CH:18][CH:17]=1)(C(C)(C)C)(C)C.[H-].[Na+].CI.[N+](CCCC)(CCCC)(CCCC)[CH2:38]CCC.[F-]. The catalyst is CC#N.C1COCC1.CCOC(C)=O. The product is [CH3:38][N:25]1[C:24]([C:27]2[CH:32]=[CH:31][CH:30]=[CH:29][N:28]=2)=[N:23][C:22]([CH:9]([OH:8])[CH2:10][CH2:11][CH2:12][CH2:13][CH2:14][CH2:15][C:16]2[CH:21]=[CH:20][CH:19]=[CH:18][CH:17]=2)=[N:26]1. The yield is 0.410.